This data is from Full USPTO retrosynthesis dataset with 1.9M reactions from patents (1976-2016). The task is: Predict the reactants needed to synthesize the given product. (1) Given the product [O:45]1[CH2:46][CH2:47][N:48]([C:51]2[CH:57]=[CH:56][C:54]([NH:55][C:29]3[N:37]=[C:36]4[C:32]([NH:33][CH:34]=[N:35]4)=[C:31]([NH:38][CH:39]4[CH2:44][CH2:43][CH2:42][CH2:41][CH2:40]4)[N:30]=3)=[CH:53][CH:52]=2)[CH2:49][CH2:50]1, predict the reactants needed to synthesize it. The reactants are: FC1N=C2C(NC=N2)=C(Cl)N=1.C1(N)CCCCC1.C(N(C(C)C)CC)(C)C.F[C:29]1[N:37]=[C:36]2[C:32]([NH:33][CH:34]=[N:35]2)=[C:31]([NH:38][CH:39]2[CH2:44][CH2:43][CH2:42][CH2:41][CH2:40]2)[N:30]=1.[O:45]1[CH2:50][CH2:49][N:48]([C:51]2[CH:57]=[CH:56][C:54]([NH2:55])=[CH:53][CH:52]=2)[CH2:47][CH2:46]1. (2) Given the product [Br:1][C:2]1[CH:3]=[C:4]([S:8]([N:11]([C@@H:12]2[CH2:16][CH2:15][N:14]([C:17]#[N:40])[CH2:13]2)[CH2:31][C:32]2[CH:37]=[CH:36][CH:35]=[CH:34][CH:33]=2)(=[O:9])=[O:10])[CH:5]=[CH:6][CH:7]=1, predict the reactants needed to synthesize it. The reactants are: [Br:1][C:2]1[CH:3]=[C:4]([S:8]([NH:11][C@@H:12]2[CH2:16][CH2:15][N:14]([C:17](OC(C)(C)C)=O)[CH2:13]2)(=[O:10])=[O:9])[CH:5]=[CH:6][CH:7]=1.C([O-])([O-])=O.[K+].[K+].Br[CH2:31][C:32]1[CH:37]=[CH:36][CH:35]=[CH:34][CH:33]=1.CC[N:40](C(C)C)C(C)C.BrC#N. (3) Given the product [CH2:21]([N:22]1[CH2:23][CH2:24][S:8](=[O:10])(=[O:9])[NH:11][CH2:12][C:13]1=[O:15])[CH3:20], predict the reactants needed to synthesize it. The reactants are: OC(C(F)(F)F)=O.[S:8](=[N:11][CH2:12][C:13]([OH:15])=O)(=[O:10])=[O:9].ON1[C:21]2[N:22]=[CH:23][CH:24]=C[C:20]=2N=N1.Cl.CN(C)CCCN=C=NCC.